This data is from Full USPTO retrosynthesis dataset with 1.9M reactions from patents (1976-2016). The task is: Predict the reactants needed to synthesize the given product. (1) Given the product [ClH:34].[ClH:37].[OH:16][C:7]1[N:8]=[C:9]([CH3:15])[C:10]2[C:5]([C:6]=1[CH2:17][C:18]1[C:19]([NH:31][CH3:32])=[N:20][C:21]3[C:26]([CH:27]=1)=[CH:25][C:24]([OH:28])=[C:23]([OH:30])[CH:22]=3)=[CH:4][C:3]([O:2][CH3:1])=[C:12]([O:13][CH3:14])[CH:11]=2, predict the reactants needed to synthesize it. The reactants are: [CH3:1][O:2][C:3]1[CH:4]=[C:5]2[C:10](=[CH:11][C:12]=1[O:13][CH3:14])[C:9]([CH3:15])=[N:8][C:7]([OH:16])=[C:6]2[CH2:17][C:18]1[C:19]([NH:31][CH3:32])=[N:20][C:21]2[CH:22]=[C:23]3[O:30]C[O:28][C:24]3=[CH:25][C:26]=2[CH:27]=1.B(Cl)(Cl)[Cl:34].[Cl-:37]. (2) Given the product [F:1][C:2]1[CH:3]=[CH:4][C:5]2[CH2:6][N:7]([CH2:13][C:14]3[CH:19]=[CH:18][C:17]([O:20][C:21]([F:24])([F:23])[F:22])=[CH:16][CH:15]=3)[C:8](=[O:12])[C:9]=2[C:10]=1[C:25]#[N:26], predict the reactants needed to synthesize it. The reactants are: [F:1][C:2]1[C:10](I)=[C:9]2[C:5]([CH2:6][N:7]([CH2:13][C:14]3[CH:19]=[CH:18][C:17]([O:20][C:21]([F:24])([F:23])[F:22])=[CH:16][CH:15]=3)[C:8]2=[O:12])=[CH:4][CH:3]=1.[CH3:25][N:26](C=O)C.